From a dataset of Full USPTO retrosynthesis dataset with 1.9M reactions from patents (1976-2016). Predict the reactants needed to synthesize the given product. (1) Given the product [CH2:14]([O:26][C:25]([N:13]([CH2:14][C:15]1[CH:16]=[CH:17][C:18]([C:19]([O:21][CH3:22])=[O:20])=[CH:23][CH:24]=1)[CH2:12][CH2:11][CH2:10][CH2:9][NH:8][C:6]([O:5][C:1]([CH3:4])([CH3:2])[CH3:3])=[O:7])=[O:28])[C:15]1[CH:24]=[CH:23][CH:18]=[CH:17][CH:16]=1, predict the reactants needed to synthesize it. The reactants are: [C:1]([O:5][C:6]([NH:8][CH2:9][CH2:10][CH2:11][CH2:12][NH:13][CH2:14][C:15]1[CH:24]=[CH:23][C:18]([C:19]([O:21][CH3:22])=[O:20])=[CH:17][CH:16]=1)=[O:7])([CH3:4])([CH3:3])[CH3:2].[C:25](=[O:28])([O-])[O-:26].[Na+].[Na+]. (2) Given the product [CH3:23][O:24][CH2:25][CH2:26][O:27][C:2]1[CH:7]=[N:6][CH:5]=[C:4]([N:8]2[CH:12]=[C:11]([C:13]#[C:14][C:15]3[CH:20]=[CH:19][N:18]=[C:17]([CH3:21])[CH:16]=3)[N:10]=[C:9]2[CH3:22])[N:3]=1, predict the reactants needed to synthesize it. The reactants are: Cl[C:2]1[CH:7]=[N:6][CH:5]=[C:4]([N:8]2[CH:12]=[C:11]([C:13]#[C:14][C:15]3[CH:20]=[CH:19][N:18]=[C:17]([CH3:21])[CH:16]=3)[N:10]=[C:9]2[CH3:22])[N:3]=1.[CH3:23][O:24][CH2:25][CH2:26][OH:27].[H-].[Na+]. (3) The reactants are: [OH:1][C:2]1[C:10](=[O:11])[C:9]2[CH:12]=[CH:13][CH:14]=[CH:15][C:8]=2[C:7]2[C:3]=1[C:4]([CH3:18])([CH3:17])[C:5](=[O:16])[N:6]=2.[BH4-].[Na+].[CH3:21][C:22](OC(C)=O)=[O:23].[CH3:28][CH:29]([OH:31])C. Given the product [C:22]([O:11][C:10]1[C:2]([O:1][C:29](=[O:31])[CH3:28])=[C:3]2[C:7](=[C:8]3[CH:15]=[CH:14][CH:13]=[CH:12][C:9]=13)[NH:6][C:5](=[O:16])[C:4]2([CH3:18])[CH3:17])(=[O:23])[CH3:21], predict the reactants needed to synthesize it.